The task is: Binary Classification. Given a miRNA mature sequence and a target amino acid sequence, predict their likelihood of interaction.. This data is from Experimentally validated miRNA-target interactions with 360,000+ pairs, plus equal number of negative samples. The miRNA is hsa-miR-6783-5p with sequence UAGGGGAAAAGUCCUGAUCCGG. The protein sequence of the target gene is MAGLRARGGPGPGLLALSALGFCLMLQVSAKRPPKTPPCPPSCSCTRDTAFCVDSKAVPRNLPSEVISLTLVNAAFSEIQDGAFSHLPLLQFLLLNSNKFTLIGDNAFTGLSHLQYLFIENNDIWALSKFTFRGLKSLTHLSLANNNLQTLPRDIFRPLDILNDLDLRGNSLNCDCKVKWLVEWLAHTNTTVAPIYCASPPRFQEHKVQDLPLREFDCITTDFVLYQTLAFPAVSAEPFLYSSDLYLALAQPGVSACTILKWDYVERQLRDYDRIPAPSAVHCKPMVVDSQLYVVVAQLF.... Result: 0 (no interaction).